Predict the product of the given reaction. From a dataset of Forward reaction prediction with 1.9M reactions from USPTO patents (1976-2016). Given the reactants [BH4-].[Na+].[OH:3][C:4]1([C:24]2[CH:29]=[CH:28][CH:27]=[C:26]([O:30][CH3:31])[CH:25]=2)[CH2:9][CH2:8][N:7]([CH2:10][C:11]([C:13]2[CH:14]=[C:15]3[C:20](=[CH:21][CH:22]=2)[NH:19][C:18](=[O:23])[CH2:17][CH2:16]3)=[O:12])[CH2:6][CH2:5]1, predict the reaction product. The product is: [OH:12][CH:11]([C:13]1[CH:14]=[C:15]2[C:20](=[CH:21][CH:22]=1)[NH:19][C:18](=[O:23])[CH2:17][CH2:16]2)[CH2:10][N:7]1[CH2:8][CH2:9][C:4]([OH:3])([C:24]2[CH:29]=[CH:28][CH:27]=[C:26]([O:30][CH3:31])[CH:25]=2)[CH2:5][CH2:6]1.